This data is from Full USPTO retrosynthesis dataset with 1.9M reactions from patents (1976-2016). The task is: Predict the reactants needed to synthesize the given product. (1) Given the product [ClH:34].[C:13]1([C:11]2[C:12]3[C:7]([CH:8]=[CH:9][CH:10]=2)=[N:6][N:5]2[C:19]([CH:21]4[CH2:26][CH2:25][NH:24][CH2:23][CH2:22]4)=[CH:20][C:2](=[O:1])[NH:3][C:4]=32)[CH:18]=[CH:17][CH:16]=[CH:15][CH:14]=1, predict the reactants needed to synthesize it. The reactants are: [O:1]=[C:2]1[CH:20]=[C:19]([CH:21]2[CH2:26][CH2:25][N:24](C(OC(C)(C)C)=O)[CH2:23][CH2:22]2)[N:5]2[N:6]=[C:7]3[C:12]([C:11]([C:13]4[CH:18]=[CH:17][CH:16]=[CH:15][CH:14]=4)=[CH:10][CH:9]=[CH:8]3)=[C:4]2[NH:3]1.[ClH:34]. (2) Given the product [CH3:17][C:14]1[N:15]=[CH:16][C:11]([C:9]2[CH:8]=[C:7]3[C:3]([CH:4]=[N:5][NH:6]3)=[C:2]([NH:1][C:39](=[O:40])[CH2:38][N:32]3[CH2:37][CH2:36][O:35][CH2:34][CH2:33]3)[CH:10]=2)=[CH:12][C:13]=1[NH:18][S:19]([CH3:22])(=[O:21])=[O:20], predict the reactants needed to synthesize it. The reactants are: [NH2:1][C:2]1[CH:10]=[C:9]([C:11]2[CH:12]=[C:13]([NH:18][S:19]([CH3:22])(=[O:21])=[O:20])[C:14]([CH3:17])=[N:15][CH:16]=2)[CH:8]=[C:7]2[C:3]=1[CH:4]=[N:5][N:6]2S(C1C=CC=CC=1)(=O)=O.[N:32]1([CH2:38][C:39](O)=[O:40])[CH2:37][CH2:36][O:35][CH2:34][CH2:33]1.CN(C(ON1N=NC2C=CC=NC1=2)=[N+](C)C)C.F[P-](F)(F)(F)(F)F.CCN(C(C)C)C(C)C.[OH-].[Na+].Cl. (3) Given the product [NH2:33][C:4]1[S:3][C:2]([C:46]2[CH:47]=[C:42]([Cl:41])[CH:43]=[CH:44][C:45]=2[F:48])=[N:6][C:5]=1[C:7]([NH:8][C:9]1[CH:10]=[N:11][N:12]([CH3:31])[C:13]=1[C@@H:14]1[CH2:20][CH2:19][C@@H:18]([NH2:21])[C@@H:17]([O:29][CH3:30])[CH2:16][O:15]1)=[O:32], predict the reactants needed to synthesize it. The reactants are: Br[C:2]1[S:3][C:4]([NH:33]C(=O)OC(C)(C)C)=[C:5]([C:7](=[O:32])[NH:8][C:9]2[CH:10]=[N:11][N:12]([CH3:31])[C:13]=2[C@@H:14]2[CH2:20][CH2:19][C@@H:18]([NH:21]C(OC(C)(C)C)=O)[C@@H:17]([O:29][CH3:30])[CH2:16][O:15]2)[N:6]=1.[Cl:41][C:42]1[CH:47]=[CH:46][C:45]([F:48])=[CH:44][C:43]=1B(O)O. (4) Given the product [F:28][C:25]1[CH:26]=[CH:27][C:22]([CH2:21][O:20][C:18]2[CH:17]=[CH:16][C:15]([S:29][C:30]3[CH:35]=[CH:34][C:33]([OH:36])=[CH:32][CH:31]=3)=[C:14]([NH:13][C:2]3[C:3]4[C:8](=[N:7][C:6]([CH3:12])=[CH:5][CH:4]=4)[N:9]=[CH:10][CH:11]=3)[CH:19]=2)=[CH:23][CH:24]=1, predict the reactants needed to synthesize it. The reactants are: Cl[C:2]1[CH:11]=[CH:10][N:9]=[C:8]2[C:3]=1[CH:4]=[CH:5][C:6]([CH3:12])=[N:7]2.[NH2:13][C:14]1[CH:19]=[C:18]([O:20][CH2:21][C:22]2[CH:27]=[CH:26][C:25]([F:28])=[CH:24][CH:23]=2)[CH:17]=[CH:16][C:15]=1[S:29][C:30]1[CH:35]=[CH:34][C:33]([OH:36])=[CH:32][CH:31]=1. (5) Given the product [F:29][C:16]1[C:17]([NH:22][S:23]([CH2:26][CH2:27][CH3:28])(=[O:24])=[O:25])=[CH:18][CH:19]=[C:20]([F:21])[C:15]=1[NH:14][C:12]([C:7]1[CH:8]=[CH:9][CH:10]=[C:11]2[C:6]=1[N:5]=[CH:4][N:3]=[CH:2]2)=[O:13], predict the reactants needed to synthesize it. The reactants are: Cl[C:2]1[C:11]2[C:6](=[C:7]([C:12]([NH:14][C:15]3[C:20]([F:21])=[CH:19][CH:18]=[C:17]([NH:22][S:23]([CH2:26][CH2:27][CH3:28])(=[O:25])=[O:24])[C:16]=3[F:29])=[O:13])[CH:8]=[CH:9][CH:10]=2)[N:5]=[CH:4][N:3]=1.C([SnH](CCCC)CCCC)CCC. (6) Given the product [CH3:7][C:6]1[C:2]([Sn:26]([CH2:28][CH2:29][CH2:30][CH3:31])([CH2:32][CH2:33][CH2:34][CH3:35])[CH2:22][CH2:23][CH2:24][CH3:25])=[N:3][N:4]([CH2:8][CH2:9][O:10][CH:11]2[CH2:16][CH2:15][CH2:14][CH2:13][O:12]2)[CH:5]=1, predict the reactants needed to synthesize it. The reactants are: I[C:2]1[C:6]([CH3:7])=[CH:5][N:4]([CH2:8][CH2:9][O:10][CH:11]2[CH2:16][CH2:15][CH2:14][CH2:13][O:12]2)[N:3]=1.C([Li])CCC.[CH2:22]([Sn:26]([CH2:32][CH2:33][CH2:34][CH3:35])([CH2:28][CH2:29][CH2:30][CH3:31])Cl)[CH2:23][CH2:24][CH3:25].C(=O)(O)[O-].[Na+].